Dataset: Aqueous solubility values for 9,982 compounds from the AqSolDB database. Task: Regression/Classification. Given a drug SMILES string, predict its absorption, distribution, metabolism, or excretion properties. Task type varies by dataset: regression for continuous measurements (e.g., permeability, clearance, half-life) or binary classification for categorical outcomes (e.g., BBB penetration, CYP inhibition). For this dataset (solubility_aqsoldb), we predict Y. (1) The compound is O=C(O)COC1CCCC1. The Y is -0.847 log mol/L. (2) The drug is CNC1CN(c2cc3c(cc2F)c(=O)c(C(=O)O)cn3C2CC2)C1C. The Y is -4.57 log mol/L. (3) The drug is CCCCCC1(C)CCC(C)(C)C1=O. The Y is -4.02 log mol/L. (4) The molecule is C=CC(C)(C#N)Cc1ccccc1. The Y is -3.00 log mol/L. (5) The compound is Cc1ccc([N+](=O)[O-])cc1O. The Y is -2.19 log mol/L. (6) The molecule is CCCCC(CC)COC(=O)CS[Sn](CCCC)(CCCC)SCC(=O)OCC(CC)CCCC. The Y is -5.39 log mol/L. (7) The molecule is O=C([O-])C(Cl)=C(Cl)Cl. The Y is -0.466 log mol/L. (8) The compound is Clc1ccc(N2N=NC3C4CC(C5N=NC45)C32)cc1. The Y is -4.87 log mol/L. (9) The molecule is CCCC(Cl)CCCC(Cl)CCC(Cl)CCC(Cl)CCC(Cl)CCCC(Cl)CCC. The Y is -7.97 log mol/L.